This data is from Full USPTO retrosynthesis dataset with 1.9M reactions from patents (1976-2016). The task is: Predict the reactants needed to synthesize the given product. (1) Given the product [CH2:1]([O:3][C:4]1[CH:13]=[C:12]2[C:7]([CH:8]=[CH:9][C:10]([C:14]3[N:22]4[CH:21]=[C:20]([C@H:23]([N:28]5[CH2:32][CH2:31][C@@:30]([NH:34][C:35](=[O:41])[O:36][C:37]([CH3:40])([CH3:39])[CH3:38])([CH3:33])[CH2:29]5)[C:24]([F:27])([F:25])[F:26])[CH:19]=[CH:18][C:17]4=[N:16][N:15]=3)=[N:11]2)=[CH:6][C:5]=1[F:42])[CH3:2], predict the reactants needed to synthesize it. The reactants are: [CH2:1]([O:3][C:4]1[CH:13]=[C:12]2[C:7]([CH:8]=[CH:9][C:10](/[CH:14]=[N:15]/[NH:16][C:17]3[N:22]=[CH:21][C:20]([C@H:23]([N:28]4[CH2:32][CH2:31][C@@:30]([NH:34][C:35](=[O:41])[O:36][C:37]([CH3:40])([CH3:39])[CH3:38])([CH3:33])[CH2:29]4)[C:24]([F:27])([F:26])[F:25])=[CH:19][CH:18]=3)=[N:11]2)=[CH:6][C:5]=1[F:42])[CH3:2].C(O)(=O)C.C(O)(=O)C.IC1C=CC=CC=1. (2) Given the product [ClH:22].[Cl:22][C:23]1[C:24]([CH3:33])=[C:25]([S:29]([NH:21][C:18]2[S:19][CH:20]=[C:16]([CH2:15][N:9]3[CH2:14][CH2:13][O:12][CH2:11][CH2:10]3)[N:17]=2)(=[O:31])=[O:30])[CH:26]=[CH:27][CH:28]=1, predict the reactants needed to synthesize it. The reactants are: N1CCOCC1.Cl.Cl.[N:9]1([CH2:15][C:16]2[N:17]=[C:18]([NH2:21])[S:19][CH:20]=2)[CH2:14][CH2:13][O:12][CH2:11][CH2:10]1.[Cl:22][C:23]1[C:24]([CH3:33])=[C:25]([S:29](Cl)(=[O:31])=[O:30])[CH:26]=[CH:27][CH:28]=1. (3) The reactants are: Cl[C:2]1[N:7]=[CH:6][N:5]=[C:4]([NH2:8])[CH:3]=1.[CH3:9][C:10]1(C)C(C)(C)OB(C=C)O1.C(=O)([O-])[O-].[Na+].[Na+]. Given the product [CH:9]([C:2]1[N:7]=[CH:6][N:5]=[C:4]([NH2:8])[CH:3]=1)=[CH2:10], predict the reactants needed to synthesize it. (4) Given the product [CH3:2][O:3][C:4]1[CH:5]=[C:6]([C:12]2[C:13]([CH3:25])([CH3:24])[C:14](=[O:23])[N:15]([CH:17]3[CH2:22][CH2:21][N:20]([C:29]([C:28]4[C:32]([Cl:37])=[CH:33][C:34]([Cl:36])=[CH:35][C:27]=4[Cl:26])=[O:30])[CH2:19][CH2:18]3)[N:16]=2)[CH:7]=[CH:8][C:9]=1[O:10][CH3:11], predict the reactants needed to synthesize it. The reactants are: Cl.[CH3:2][O:3][C:4]1[CH:5]=[C:6]([C:12]2[C:13]([CH3:25])([CH3:24])[C:14](=[O:23])[N:15]([CH:17]3[CH2:22][CH2:21][NH:20][CH2:19][CH2:18]3)[N:16]=2)[CH:7]=[CH:8][C:9]=1[O:10][CH3:11].[Cl:26][C:27]1[CH:35]=[C:34]([Cl:36])[CH:33]=[C:32]([Cl:37])[C:28]=1[C:29](Cl)=[O:30]. (5) Given the product [C:20]([NH:3][C:1]([NH:4][NH:5][C:6](=[O:13])[C:7]1[CH:8]=[CH:9][CH:10]=[CH:11][CH:12]=1)=[NH:2])(=[O:27])[C:21]1[CH:26]=[CH:25][CH:24]=[CH:23][CH:22]=1, predict the reactants needed to synthesize it. The reactants are: [C:1]([NH:4][NH:5][C:6](=[O:13])[C:7]1[CH:12]=[CH:11][CH:10]=[CH:9][CH:8]=1)(=[NH:3])[NH2:2].C(=O)([O-])[O-].[Na+].[Na+].[C:20](Cl)(=[O:27])[C:21]1[CH:26]=[CH:25][CH:24]=[CH:23][CH:22]=1. (6) Given the product [C:10]1([C:9]2[C:8](=[O:16])[N:7]3[CH:17]=[CH:18][S:19][C:6]3=[N:5][C:4]=2[CH:2]([NH:1][C:21]2[N:29]=[CH:28][N:27]=[C:26]3[C:22]=2[N:23]=[CH:24][NH:25]3)[CH3:3])[CH:15]=[CH:14][CH:13]=[CH:12][CH:11]=1, predict the reactants needed to synthesize it. The reactants are: [NH2:1][CH:2]([C:4]1[N:5]=[C:6]2[S:19][CH:18]=[CH:17][N:7]2[C:8](=[O:16])[C:9]=1[C:10]1[CH:15]=[CH:14][CH:13]=[CH:12][CH:11]=1)[CH3:3].Br[C:21]1[N:29]=[CH:28][N:27]=[C:26]2[C:22]=1[N:23]=[CH:24][NH:25]2.C(N(CC)C(C)C)(C)C. (7) Given the product [Br:13][C:9]1[CH:8]=[C:7]([C:19]2[CH:18]=[CH:17][CH:16]=[C:15]([CH2:14][OH:21])[CH:20]=2)[CH:12]=[CH:11][CH:10]=1, predict the reactants needed to synthesize it. The reactants are: C([Li])CCC.Br[C:7]1[CH:12]=[CH:11][CH:10]=[C:9]([Br:13])[CH:8]=1.[CH:14](=[O:21])[C:15]1[CH:20]=[CH:19][CH:18]=[CH:17][CH:16]=1. (8) Given the product [CH3:21][O:20][C:14]1[CH:13]=[C:12]([CH:17]=[C:16]([O:18][CH3:19])[CH:15]=1)[CH2:11][CH2:10][C:8]1[N:9]=[C:4]2[CH:3]=[C:2]([C:31]3[CH:32]=[CH:33][C:34]([N:37]4[CH2:41][CH2:40][CH2:39][C:38]4=[O:42])=[N:35][CH:36]=3)[NH:22][C:5]2=[N:6][CH:7]=1, predict the reactants needed to synthesize it. The reactants are: Br[C:2]1[NH:22][C:5]2=[N:6][CH:7]=[C:8]([CH2:10][CH2:11][C:12]3[CH:17]=[C:16]([O:18][CH3:19])[CH:15]=[C:14]([O:20][CH3:21])[CH:13]=3)[N:9]=[C:4]2[CH:3]=1.CC1(C)C(C)(C)OB([C:31]2[CH:32]=[CH:33][C:34]([N:37]3[CH2:41][CH2:40][CH2:39][C:38]3=[O:42])=[N:35][CH:36]=2)O1. (9) The reactants are: [Cl:1][C:2]1[S:6][C:5]([C:7]([OH:9])=O)=[CH:4][C:3]=1[C:10]1[N:14]([CH3:15])[N:13]=[CH:12][CH:11]=1.C1CN([P+](Br)(N2CCCC2)N2CCCC2)CC1.F[P-](F)(F)(F)(F)F.C(N(C(C)C)CC)(C)C.Cl.[NH2:50][C@@H:51]([CH2:64][C:65]1[CH:70]=[CH:69][CH:68]=[CH:67][CH:66]=1)[CH2:52][N:53]1[C:61](=[O:62])[C:60]2[C:55](=[CH:56][CH:57]=[CH:58][CH:59]=2)[C:54]1=[O:63]. Given the product [Cl:1][C:2]1[S:6][C:5]([C:7]([NH:50][C@@H:51]([CH2:64][C:65]2[CH:70]=[CH:69][CH:68]=[CH:67][CH:66]=2)[CH2:52][N:53]2[C:61](=[O:62])[C:60]3[C:55](=[CH:56][CH:57]=[CH:58][CH:59]=3)[C:54]2=[O:63])=[O:9])=[CH:4][C:3]=1[C:10]1[N:14]([CH3:15])[N:13]=[CH:12][CH:11]=1, predict the reactants needed to synthesize it. (10) Given the product [F:1][C:2]([F:26])([F:27])[C:3]1[CH:4]=[C:5]([NH:9][C:10](=[O:25])[C:11](=[CH:35][C:34]2[CH:37]=[CH:38][C:31]([O:30][CH2:28][CH3:29])=[CH:32][CH:33]=2)[C:12]([NH:14][C:15]2[CH:20]=[CH:19][CH:18]=[C:17]([C:21]([F:24])([F:23])[F:22])[CH:16]=2)=[O:13])[CH:6]=[CH:7][CH:8]=1, predict the reactants needed to synthesize it. The reactants are: [F:1][C:2]([F:27])([F:26])[C:3]1[CH:4]=[C:5]([NH:9][C:10](=[O:25])[CH2:11][C:12]([NH:14][C:15]2[CH:20]=[CH:19][CH:18]=[C:17]([C:21]([F:24])([F:23])[F:22])[CH:16]=2)=[O:13])[CH:6]=[CH:7][CH:8]=1.[CH2:28]([O:30][C:31]1[CH:38]=[CH:37][C:34]([CH:35]=O)=[CH:33][CH:32]=1)[CH3:29].